The task is: Predict the reactants needed to synthesize the given product.. This data is from Full USPTO retrosynthesis dataset with 1.9M reactions from patents (1976-2016). Given the product [CH2:13]1[CH2:12][O:11][C:9]2([CH2:8][CH2:7][C:5]3[N:6]=[CH:2][S:3][C:4]=3[CH2:10]2)[O:14]1, predict the reactants needed to synthesize it. The reactants are: Cl[C:2]1[S:3][C:4]2[CH2:10][C:9]3([O:14][CH2:13][CH2:12][O:11]3)[CH2:8][CH2:7][C:5]=2[N:6]=1.C([O-])(=O)C.[Na+].C(OCC)(=O)C.CCCCCC.